Dataset: Aqueous solubility values for 9,982 compounds from the AqSolDB database. Task: Regression/Classification. Given a drug SMILES string, predict its absorption, distribution, metabolism, or excretion properties. Task type varies by dataset: regression for continuous measurements (e.g., permeability, clearance, half-life) or binary classification for categorical outcomes (e.g., BBB penetration, CYP inhibition). For this dataset (solubility_aqsoldb), we predict Y. The drug is CCN(C(=O)SCc1ccccc1)C(C)C(C)C. The Y is -4.73 log mol/L.